From a dataset of hERG potassium channel inhibition data for cardiac toxicity prediction from Karim et al.. Regression/Classification. Given a drug SMILES string, predict its toxicity properties. Task type varies by dataset: regression for continuous values (e.g., LD50, hERG inhibition percentage) or binary classification for toxic/non-toxic outcomes (e.g., AMES mutagenicity, cardiotoxicity, hepatotoxicity). Dataset: herg_karim. (1) The molecule is CCN(CC)Cc1ccc2c(c1)CCC(N1CCN(CCc3cccs3)CC1=O)C2. The result is 0 (non-blocker). (2) The result is 1 (blocker). The molecule is O=C(CCc1ccccc1)c1ccccc1OCC(O)CN1CCN(C(c2ccccc2)c2ccccc2)CC1. (3) The result is 0 (non-blocker). The drug is COc1cc2nnc(C(N)=O)c(Nc3cc(C)ccc3F)c2cc1N1CCN(C)CC1. (4) The compound is N#Cc1ccc(-c2ccc(C[C@@H](C#N)NC(=O)[C@@H]3CCCCC[C@@H]3N)cc2)cc1. The result is 1 (blocker). (5) The molecule is Fc1ccc(CN2CCN(C3=Nn4c(nnc4C(F)(F)F)CC3)CC2)cc1. The result is 0 (non-blocker).